Dataset: Reaction yield outcomes from USPTO patents with 853,638 reactions. Task: Predict the reaction yield, written as a fraction of the theoretical maximum amount of product (1.0 means a 100% yield; for example, 0.34 means a 34% yield). (1) The reactants are [Br:1][C:2]1[CH:7]=[CH:6][C:5]([C:8]([C:10]2[CH:15]=[CH:14][CH:13]=[C:12]([O:16]C)[CH:11]=2)=[O:9])=[CH:4][C:3]=1[F:18].[Al+3].[Cl-].[Cl-].[Cl-].Cl. The catalyst is C1(C)C=CC=CC=1. The product is [Br:1][C:2]1[CH:7]=[CH:6][C:5]([C:8]([C:10]2[CH:15]=[CH:14][CH:13]=[C:12]([OH:16])[CH:11]=2)=[O:9])=[CH:4][C:3]=1[F:18]. The yield is 1.00. (2) The catalyst is C(O)(=O)C. The product is [NH2:3][C:2]1[S:1][C:11]2[C:6]([N:5]=1)=[CH:7][CH:8]=[C:9]([O:12][C:13]1[CH:14]=[C:15]([NH:20][C:21](=[O:33])[C:22]3[CH:27]=[CH:26][CH:25]=[C:24]([C:28]([C:31]#[N:32])([CH3:29])[CH3:30])[CH:23]=3)[CH:16]=[CH:17][C:18]=1[Cl:19])[N:10]=2. The reactants are [S-:1][C:2]#[N:3].[K+].[NH2:5][C:6]1[CH:7]=[CH:8][C:9]([O:12][C:13]2[CH:14]=[C:15]([NH:20][C:21](=[O:33])[C:22]3[CH:27]=[CH:26][CH:25]=[C:24]([C:28]([C:31]#[N:32])([CH3:30])[CH3:29])[CH:23]=3)[CH:16]=[CH:17][C:18]=2[Cl:19])=[N:10][CH:11]=1.BrBr. The yield is 0.990. (3) The reactants are [OH:1][CH:2]1[CH2:7][CH2:6][O:5][CH:4]([CH:8]2[CH2:13][CH2:12][N:11]([C:14]([O:16][C:17]([CH3:20])([CH3:19])[CH3:18])=[O:15])[CH2:10][CH2:9]2)[CH2:3]1.C1C=C[NH+]=CC=1.[O-][Cr](Cl)(=O)=O. The catalyst is C(Cl)Cl. The product is [O:1]=[C:2]1[CH2:7][CH2:6][O:5][CH:4]([CH:8]2[CH2:9][CH2:10][N:11]([C:14]([O:16][C:17]([CH3:20])([CH3:19])[CH3:18])=[O:15])[CH2:12][CH2:13]2)[CH2:3]1. The yield is 0.850.